Task: Predict which catalyst facilitates the given reaction.. Dataset: Catalyst prediction with 721,799 reactions and 888 catalyst types from USPTO (1) Reactant: [Cl:1][C:2]1[N:3]=[N:4][C:5]([C:27]2[CH:32]=[CH:31][CH:30]=[CH:29][C:28]=2[F:33])=[C:6]([C:17]2[CH:22]=[C:21]([O:23][CH3:24])[CH:20]=[C:19]([O:25][CH3:26])[CH:18]=2)[C:7]=1[C:8]1[C:13]([F:14])=[CH:12][C:11]([F:15])=[CH:10][C:9]=1[F:16].[CH3:34][Si:35]([N-][Si:35]([CH3:37])([CH3:36])[CH3:34])([CH3:37])[CH3:36].[Li+].C(OCC)=O.[Cl-].[NH4+]. Product: [Cl:1][C:2]1[N:3]=[N:4][C:5]([C:27]2[CH:32]=[CH:31][CH:30]=[CH:29][C:28]=2[F:33])=[C:6]([C:17]2[CH:18]=[C:19]([O:25][CH3:26])[CH:20]=[C:21]([O:23][CH3:24])[CH:22]=2)[C:7]=1[C:8]1[C:9]([F:16])=[CH:10][C:11]([F:15])=[C:12]([Si:35]([CH3:37])([CH3:36])[CH3:34])[C:13]=1[F:14]. The catalyst class is: 7. (2) Reactant: [F:1][C:2]([C:5]1[N:10]=[N:9][C:8]([O:11][CH3:12])=[C:7]([CH2:13]O)[CH:6]=1)([F:4])[CH3:3].CCN(CC)CC.CS([Cl:26])(=O)=O. Product: [Cl:26][CH2:13][C:7]1[CH:6]=[C:5]([C:2]([F:4])([F:1])[CH3:3])[N:10]=[N:9][C:8]=1[O:11][CH3:12]. The catalyst class is: 4. (3) Reactant: [Br:1][C:2]1[C:10]2[C:9](Cl)=[N:8][CH:7]=[N:6][C:5]=2[S:4][CH:3]=1.[CH3:12][N:13]([CH3:21])[CH:14]1[CH2:19][CH2:18][CH:17]([NH2:20])[CH2:16][CH2:15]1.C(=O)([O-])[O-].[K+].[K+]. Product: [Br:1][C:2]1[C:10]2[C:9]([NH:20][CH:17]3[CH2:18][CH2:19][CH:14]([N:13]([CH3:21])[CH3:12])[CH2:15][CH2:16]3)=[N:8][CH:7]=[N:6][C:5]=2[S:4][CH:3]=1. The catalyst class is: 35. (4) Product: [Cl:49][C:46]([F:47])([F:48])[O:45][C:42]1[CH:43]=[CH:44][C:39]([NH:38][C:36](=[O:37])[C:35]2[CH:50]=[C:31]([C:5]3[NH:4][N:3]=[C:2]([CH3:1])[CH:6]=3)[C:32]([N:51]3[CH2:55][CH2:54][C@@H:53]([OH:56])[CH2:52]3)=[N:33][CH:34]=2)=[CH:40][CH:41]=1. Reactant: [CH3:1][C:2]1[CH:6]=[C:5](B2OC(C)(C)C(C)(C)O2)[N:4](C2CCCCO2)[N:3]=1.[O-]P([O-])([O-])=O.[K+].[K+].[K+].Br[C:31]1[C:32]([N:51]2[CH2:55][CH2:54][C@@H:53]([OH:56])[CH2:52]2)=[N:33][CH:34]=[C:35]([CH:50]=1)[C:36]([NH:38][C:39]1[CH:44]=[CH:43][C:42]([O:45][C:46]([Cl:49])([F:48])[F:47])=[CH:41][CH:40]=1)=[O:37].C(O)(C(F)(F)F)=O.C([O-])([O-])=O.[Na+].[Na+]. The catalyst class is: 109. (5) Reactant: [N+:1]([C:4]1[CH:5]=[C:6]([C:9]([O:11][CH3:12])=[O:10])[NH:7][CH:8]=1)([O-:3])=[O:2].[Li+].C[Si]([N-:18][Si](C)(C)C)(C)C.C1(P(ON)(C2C=CC=CC=2)=O)C=CC=CC=1. Product: [NH2:18][N:7]1[CH:8]=[C:4]([N+:1]([O-:3])=[O:2])[CH:5]=[C:6]1[C:9]([O:11][CH3:12])=[O:10]. The catalyst class is: 39. (6) Reactant: [CH3:1][Mg]Cl.[Br:4][C:5]1[CH:14]=[CH:13][CH:12]=[C:11]2[C:6]=1[CH2:7][C@H:8]([CH2:15][O:16][Si:17]([C:20]([CH3:23])([CH3:22])[CH3:21])([CH3:19])[CH3:18])[N:9]=[CH:10]2. Product: [Br:4][C:5]1[CH:14]=[CH:13][CH:12]=[C:11]2[C:6]=1[CH2:7][C@H:8]([CH2:15][O:16][Si:17]([C:20]([CH3:23])([CH3:22])[CH3:21])([CH3:18])[CH3:19])[NH:9][C@H:10]2[CH3:1]. The catalyst class is: 27. (7) Reactant: [CH2:1]([C:5]1[N:10]2[N:11]=[CH:12][CH:13]=[C:9]2[N:8]([CH:14]2[CH2:23][CH2:22][C:17]3(OCC[O:18]3)[CH2:16][CH2:15]2)[C:7](=[O:24])[C:6]=1[CH2:25][C:26]1[CH:31]=[CH:30][C:29]([C:32]2[C:33]([C:38]#[N:39])=[CH:34][CH:35]=[CH:36][CH:37]=2)=[C:28]([F:40])[CH:27]=1)[CH2:2][CH2:3][CH3:4].Cl.[OH-].[Na+]. Product: [CH2:1]([C:5]1[N:10]2[N:11]=[CH:12][CH:13]=[C:9]2[N:8]([C@H:14]2[CH2:15][CH2:16][C@H:17]([OH:18])[CH2:22][CH2:23]2)[C:7](=[O:24])[C:6]=1[CH2:25][C:26]1[CH:31]=[CH:30][C:29]([C:32]2[C:33]([C:38]#[N:39])=[CH:34][CH:35]=[CH:36][CH:37]=2)=[C:28]([F:40])[CH:27]=1)[CH2:2][CH2:3][CH3:4]. The catalyst class is: 54.